Dataset: NCI-60 drug combinations with 297,098 pairs across 59 cell lines. Task: Regression. Given two drug SMILES strings and cell line genomic features, predict the synergy score measuring deviation from expected non-interaction effect. Drug 1: C1CC(=O)NC(=O)C1N2CC3=C(C2=O)C=CC=C3N. Drug 2: C1=CC(=CC=C1CC(C(=O)O)N)N(CCCl)CCCl.Cl. Cell line: EKVX. Synergy scores: CSS=14.3, Synergy_ZIP=2.76, Synergy_Bliss=7.28, Synergy_Loewe=7.02, Synergy_HSA=6.58.